Dataset: CYP2C19 inhibition data for predicting drug metabolism from PubChem BioAssay. Task: Regression/Classification. Given a drug SMILES string, predict its absorption, distribution, metabolism, or excretion properties. Task type varies by dataset: regression for continuous measurements (e.g., permeability, clearance, half-life) or binary classification for categorical outcomes (e.g., BBB penetration, CYP inhibition). Dataset: cyp2c19_veith. (1) The result is 0 (non-inhibitor). The molecule is CN(C)c1ncc2nc(-c3ccc(F)cc3)c(=O)n(C[C@H]3CCCO3)c2n1. (2) The drug is COc1ccccc1-c1cc(Nc2ccn[nH]2)ncn1. The result is 1 (inhibitor).